This data is from Full USPTO retrosynthesis dataset with 1.9M reactions from patents (1976-2016). The task is: Predict the reactants needed to synthesize the given product. (1) Given the product [NH:35]1[CH2:34][CH:33]([N:32]2[C:28]([C:13]3[CH:14]=[C:15]([C:18]4[CH:23]=[CH:22][CH:21]=[CH:20][C:19]=4[C:24]([F:26])([F:27])[F:25])[CH:16]=[CH:17][C:12]=3[O:11][C:10]3[C:9]([Cl:8])=[CH:47][C:46]([S:48]([NH:51][C:52]4[S:53][CH:54]=[N:55][N:56]=4)(=[O:50])=[O:49])=[C:45]([F:68])[CH:44]=3)=[CH:29][CH:30]=[N:31]2)[CH2:36]1, predict the reactants needed to synthesize it. The reactants are: FC(F)(F)C(O)=O.[Cl:8][C:9]1[CH:47]=[C:46]([S:48]([N:51](CC2C=CC(OC)=CC=2OC)[C:52]2[S:53][CH:54]=[N:55][N:56]=2)(=[O:50])=[O:49])[C:45]([F:68])=[CH:44][C:10]=1[O:11][C:12]1[CH:17]=[CH:16][C:15]([C:18]2[CH:23]=[CH:22][CH:21]=[CH:20][C:19]=2[C:24]([F:27])([F:26])[F:25])=[CH:14][C:13]=1[C:28]1[N:32]([CH:33]2[CH2:36][N:35](C(OC(C)(C)C)=O)[CH2:34]2)[N:31]=[CH:30][CH:29]=1. (2) Given the product [CH3:18][O:17][N:16]([CH3:15])[C:11]([C:3]1[CH:2]=[N:1][C:10]2[C:5]([CH:4]=1)=[CH:6][CH:7]=[CH:8][CH:9]=2)=[O:13], predict the reactants needed to synthesize it. The reactants are: [N:1]1[C:10]2[C:5](=[CH:6][CH:7]=[CH:8][CH:9]=2)[CH:4]=[C:3]([C:11]([OH:13])=O)[CH:2]=1.Cl.[CH3:15][NH:16][O:17][CH3:18].CCN=C=NCCCN(C)C.C1C=CC2N(O)N=NC=2C=1.CCN(C(C)C)C(C)C.